From a dataset of Reaction yield outcomes from USPTO patents with 853,638 reactions. Predict the reaction yield, written as a fraction of the theoretical maximum amount of product (1.0 means a 100% yield; for example, 0.34 means a 34% yield). The reactants are O[CH2:2][C:3]1[CH:12]=[N:11][C:10]2[N:9]3[CH2:13][CH2:14][S:15][CH2:16][C@H:8]3[C:7](=[O:17])[NH:6][C:5]=2[CH:4]=1.[I-].C(C[P+](C)(C)C)#N.CCN(C(C)C)C(C)C.Cl.[CH3:36][C@@H:37]1[NH:42][CH2:41][CH2:40][N:39]([C:43]2[CH:50]=[CH:49][C:46]([C:47]#[N:48])=[CH:45][CH:44]=2)[CH2:38]1. The catalyst is C(#N)CC.CS(C)=O. The product is [CH3:36][C@@H:37]1[N:42]([CH2:2][C:3]2[CH:12]=[N:11][C:10]3[N:9]4[CH2:13][CH2:14][S:15][CH2:16][C@H:8]4[C:7](=[O:17])[NH:6][C:5]=3[CH:4]=2)[CH2:41][CH2:40][N:39]([C:43]2[CH:50]=[CH:49][C:46]([C:47]#[N:48])=[CH:45][CH:44]=2)[CH2:38]1. The yield is 0.220.